From a dataset of NCI-60 drug combinations with 297,098 pairs across 59 cell lines. Regression. Given two drug SMILES strings and cell line genomic features, predict the synergy score measuring deviation from expected non-interaction effect. (1) Drug 1: C1CC(=O)NC(=O)C1N2CC3=C(C2=O)C=CC=C3N. Drug 2: CC1C(C(=O)NC(C(=O)N2CCCC2C(=O)N(CC(=O)N(C(C(=O)O1)C(C)C)C)C)C(C)C)NC(=O)C3=C4C(=C(C=C3)C)OC5=C(C(=O)C(=C(C5=N4)C(=O)NC6C(OC(=O)C(N(C(=O)CN(C(=O)C7CCCN7C(=O)C(NC6=O)C(C)C)C)C)C(C)C)C)N)C. Cell line: NCI/ADR-RES. Synergy scores: CSS=7.08, Synergy_ZIP=-1.95, Synergy_Bliss=-1.18, Synergy_Loewe=-0.136, Synergy_HSA=-1.56. (2) Drug 1: CN1C2=C(C=C(C=C2)N(CCCl)CCCl)N=C1CCCC(=O)O.Cl. Drug 2: CC1C(C(CC(O1)OC2CC(CC3=C2C(=C4C(=C3O)C(=O)C5=CC=CC=C5C4=O)O)(C(=O)C)O)N)O. Cell line: NCI-H522. Synergy scores: CSS=42.2, Synergy_ZIP=-4.60, Synergy_Bliss=-4.81, Synergy_Loewe=-13.1, Synergy_HSA=-2.38. (3) Drug 1: C1=NC2=C(N=C(N=C2N1C3C(C(C(O3)CO)O)F)Cl)N. Drug 2: CC1=C(C(=O)C2=C(C1=O)N3CC4C(C3(C2COC(=O)N)OC)N4)N. Cell line: A549. Synergy scores: CSS=39.2, Synergy_ZIP=0.968, Synergy_Bliss=-0.313, Synergy_Loewe=-16.4, Synergy_HSA=0.670. (4) Drug 1: CCN(CC)CCNC(=O)C1=C(NC(=C1C)C=C2C3=C(C=CC(=C3)F)NC2=O)C. Drug 2: C1C(C(OC1N2C=NC(=NC2=O)N)CO)O. Cell line: U251. Synergy scores: CSS=-8.15, Synergy_ZIP=-1.13, Synergy_Bliss=-15.4, Synergy_Loewe=-48.6, Synergy_HSA=-19.7. (5) Drug 1: C1=NC2=C(N1)C(=S)N=CN2. Drug 2: C(CC(=O)O)C(=O)CN.Cl. Cell line: HL-60(TB). Synergy scores: CSS=52.8, Synergy_ZIP=3.83, Synergy_Bliss=2.34, Synergy_Loewe=-43.8, Synergy_HSA=2.80. (6) Drug 1: CC1C(C(CC(O1)OC2CC(CC3=C2C(=C4C(=C3O)C(=O)C5=C(C4=O)C(=CC=C5)OC)O)(C(=O)C)O)N)O.Cl. Drug 2: CCC1(CC2CC(C3=C(CCN(C2)C1)C4=CC=CC=C4N3)(C5=C(C=C6C(=C5)C78CCN9C7C(C=CC9)(C(C(C8N6C=O)(C(=O)OC)O)OC(=O)C)CC)OC)C(=O)OC)O.OS(=O)(=O)O. Cell line: SF-539. Synergy scores: CSS=54.9, Synergy_ZIP=-1.37, Synergy_Bliss=2.96, Synergy_Loewe=4.09, Synergy_HSA=4.23. (7) Drug 1: CNC(=O)C1=CC=CC=C1SC2=CC3=C(C=C2)C(=NN3)C=CC4=CC=CC=N4. Drug 2: C1C(C(OC1N2C=NC3=C(N=C(N=C32)Cl)N)CO)O. Synergy scores: CSS=-3.94, Synergy_ZIP=2.17, Synergy_Bliss=-0.620, Synergy_Loewe=-3.48, Synergy_HSA=-4.13. Cell line: DU-145. (8) Drug 1: CNC(=O)C1=CC=CC=C1SC2=CC3=C(C=C2)C(=NN3)C=CC4=CC=CC=N4. Drug 2: CS(=O)(=O)OCCCCOS(=O)(=O)C. Cell line: SNB-75. Synergy scores: CSS=2.91, Synergy_ZIP=-1.59, Synergy_Bliss=0.330, Synergy_Loewe=0.678, Synergy_HSA=1.24.